This data is from Peptide-MHC class II binding affinity with 134,281 pairs from IEDB. The task is: Regression. Given a peptide amino acid sequence and an MHC pseudo amino acid sequence, predict their binding affinity value. This is MHC class II binding data. (1) The peptide sequence is MGDDHFWAVRGGGGE. The MHC is HLA-DPA10201-DPB10501 with pseudo-sequence HLA-DPA10201-DPB10501. The binding affinity (normalized) is 0. (2) The peptide sequence is DVKFPGGGQIVFGVY. The MHC is HLA-DQA10501-DQB10301 with pseudo-sequence HLA-DQA10501-DQB10301. The binding affinity (normalized) is 0.756. (3) The peptide sequence is PLSWSKEIYNYMEPY. The binding affinity (normalized) is 0.0942. The MHC is HLA-DPA10201-DPB10501 with pseudo-sequence HLA-DPA10201-DPB10501. (4) The peptide sequence is YDKFLFNVSTVLTGK. The MHC is DRB1_0701 with pseudo-sequence DRB1_0701. The binding affinity (normalized) is 0.760. (5) The peptide sequence is YDKFLARVSTVLTGK. The MHC is DRB1_1602 with pseudo-sequence DRB1_1602. The binding affinity (normalized) is 0.828. (6) The peptide sequence is GGLVQPGGSLRLSCA. The MHC is DRB1_1302 with pseudo-sequence DRB1_1302. The binding affinity (normalized) is 0.590. (7) The peptide sequence is TGGNSPVQEFTVPRT. The MHC is DRB1_0301 with pseudo-sequence DRB1_0301. The binding affinity (normalized) is 0.160.